Dataset: NCI-60 drug combinations with 297,098 pairs across 59 cell lines. Task: Regression. Given two drug SMILES strings and cell line genomic features, predict the synergy score measuring deviation from expected non-interaction effect. (1) Drug 1: C1=NC2=C(N1)C(=S)N=C(N2)N. Drug 2: CN1C(=O)N2C=NC(=C2N=N1)C(=O)N. Cell line: MDA-MB-435. Synergy scores: CSS=3.19, Synergy_ZIP=-4.67, Synergy_Bliss=-2.94, Synergy_Loewe=-26.3, Synergy_HSA=-9.13. (2) Drug 1: CC12CCC(CC1=CCC3C2CCC4(C3CC=C4C5=CN=CC=C5)C)O. Drug 2: C1C(C(OC1N2C=NC(=NC2=O)N)CO)O. Cell line: CCRF-CEM. Synergy scores: CSS=40.0, Synergy_ZIP=-3.63, Synergy_Bliss=-4.56, Synergy_Loewe=-19.5, Synergy_HSA=-1.80. (3) Drug 1: CC1C(C(=O)NC(C(=O)N2CCCC2C(=O)N(CC(=O)N(C(C(=O)O1)C(C)C)C)C)C(C)C)NC(=O)C3=C4C(=C(C=C3)C)OC5=C(C(=O)C(=C(C5=N4)C(=O)NC6C(OC(=O)C(N(C(=O)CN(C(=O)C7CCCN7C(=O)C(NC6=O)C(C)C)C)C)C(C)C)C)N)C. Drug 2: C1=NC2=C(N=C(N=C2N1C3C(C(C(O3)CO)O)F)Cl)N. Cell line: HCT-15. Synergy scores: CSS=-0.904, Synergy_ZIP=0.602, Synergy_Bliss=5.19, Synergy_Loewe=-1.89, Synergy_HSA=1.20. (4) Drug 1: C1CC(C1)(C(=O)O)C(=O)O.[NH2-].[NH2-].[Pt+2]. Drug 2: CC1=C(C=C(C=C1)C(=O)NC2=CC(=CC(=C2)C(F)(F)F)N3C=C(N=C3)C)NC4=NC=CC(=N4)C5=CN=CC=C5. Cell line: HCT-15. Synergy scores: CSS=-3.34, Synergy_ZIP=2.39, Synergy_Bliss=-0.909, Synergy_Loewe=-3.68, Synergy_HSA=-3.87. (5) Drug 1: COC1=CC(=CC(=C1O)OC)C2C3C(COC3=O)C(C4=CC5=C(C=C24)OCO5)OC6C(C(C7C(O6)COC(O7)C8=CC=CS8)O)O. Drug 2: CC1=C(C(CCC1)(C)C)C=CC(=CC=CC(=CC(=O)O)C)C. Cell line: PC-3. Synergy scores: CSS=15.5, Synergy_ZIP=-4.47, Synergy_Bliss=-4.78, Synergy_Loewe=-15.3, Synergy_HSA=-3.02. (6) Drug 1: C1=CC(=CC=C1CCC2=CNC3=C2C(=O)NC(=N3)N)C(=O)NC(CCC(=O)O)C(=O)O. Drug 2: C1=NC2=C(N1)C(=S)N=C(N2)N. Cell line: RPMI-8226. Synergy scores: CSS=67.5, Synergy_ZIP=-2.53, Synergy_Bliss=-2.78, Synergy_Loewe=-3.33, Synergy_HSA=-0.859. (7) Drug 1: COC1=NC(=NC2=C1N=CN2C3C(C(C(O3)CO)O)O)N. Drug 2: CC1=C(C(=O)C2=C(C1=O)N3CC4C(C3(C2COC(=O)N)OC)N4)N. Cell line: NCIH23. Synergy scores: CSS=52.9, Synergy_ZIP=4.63, Synergy_Bliss=2.82, Synergy_Loewe=-41.7, Synergy_HSA=3.21.